Dataset: Peptide-MHC class II binding affinity with 134,281 pairs from IEDB. Task: Regression. Given a peptide amino acid sequence and an MHC pseudo amino acid sequence, predict their binding affinity value. This is MHC class II binding data. (1) The peptide sequence is LFAAFPSFAGLRPTF. The MHC is HLA-DPA10301-DPB10402 with pseudo-sequence HLA-DPA10301-DPB10402. The binding affinity (normalized) is 0.221. (2) The peptide sequence is VNVQTKPSLFKVRNG. The MHC is HLA-DQA10303-DQB10402 with pseudo-sequence HLA-DQA10303-DQB10402. The binding affinity (normalized) is 0.666. (3) The peptide sequence is KTQIDQVESTAGSLQ. The MHC is DRB1_0701 with pseudo-sequence DRB1_0701. The binding affinity (normalized) is 0.393.